Dataset: Forward reaction prediction with 1.9M reactions from USPTO patents (1976-2016). Task: Predict the product of the given reaction. (1) Given the reactants C([O:5][C@@H:6]([C@H:8]1[CH2:12][O:11][C:10](=[O:13])[N:9]1[C:14]1[CH:19]=[CH:18][N:17]=[C:16]([F:20])[N:15]=1)[CH3:7])(C)(C)C.C(O)(C(F)(F)F)=O, predict the reaction product. The product is: [F:20][C:16]1[N:15]=[C:14]([N:9]2[C@@H:8]([C@H:6]([OH:5])[CH3:7])[CH2:12][O:11][C:10]2=[O:13])[CH:19]=[CH:18][N:17]=1. (2) Given the reactants [Cl:1][C:2]1[C:3]([CH3:12])=[C:4]([S:8](Cl)(=[O:10])=[O:9])[CH:5]=[CH:6][CH:7]=1.N1C=CC=CC=1.[NH2:19][C:20]1[CH:21]=[C:22]2[C:27](=[CH:28][CH:29]=1)[N:26]=[C:25]([CH3:30])[CH:24]=[N:23]2.C([O-])(O)=O.[Na+], predict the reaction product. The product is: [Cl:1][C:2]1[C:3]([CH3:12])=[C:4]([S:8]([NH:19][C:20]2[CH:21]=[C:22]3[C:27](=[CH:28][CH:29]=2)[N:26]=[C:25]([CH3:30])[CH:24]=[N:23]3)(=[O:10])=[O:9])[CH:5]=[CH:6][CH:7]=1. (3) The product is: [CH2:21]([O:18][C:17]([C:16]1[C:10]2[O:9][B:8]([OH:20])[C@@H:7]([NH:6][C:1](=[O:5])[CH2:2][CH2:3][CH3:4])[CH2:12][C:11]=2[CH:13]=[CH:14][CH:15]=1)=[O:19])[CH3:22]. Given the reactants [C:1]([NH:6][CH:7]1[CH2:12][C:11]2[CH:13]=[CH:14][CH:15]=[C:16]([C:17]([OH:19])=[O:18])[C:10]=2[O:9][B:8]1[OH:20])(=[O:5])[CH2:2][CH2:3][CH3:4].[CH2:21](O)[CH3:22], predict the reaction product. (4) Given the reactants C1(OC)C=CC=CC=1.[Al+3].[Cl-].[Cl-].[Cl-].Cl.[Cl:14][C:15]1[CH:20]=[CH:19][C:18]([O:21][CH3:22])=[CH:17][CH:16]=1.[F:23][C:24]1[CH:32]=[CH:31][CH:30]=[CH:29][C:25]=1[C:26](Cl)=[O:27], predict the reaction product. The product is: [Cl:14][C:15]1[CH:20]=[CH:19][C:18]([O:21][CH3:22])=[C:17]([C:26]([C:25]2[CH:29]=[CH:30][CH:31]=[CH:32][C:24]=2[F:23])=[O:27])[CH:16]=1. (5) Given the reactants N(C(OC(C)(C)C)=O)=N[C:3](OC(C)(C)C)=O.[Cl:17][C:18]1[CH:37]=[CH:36][C:35]([O:38][CH3:39])=[CH:34][C:19]=1[NH:20][C:21]1[C:30]2[C:25](=[CH:26][C:27](OC)=[CH:28][C:29]=2[OH:31])[N:24]=[CH:23][N:22]=1.O[CH2:41][CH2:42][CH2:43][N:44]1[CH2:49][CH2:48][O:47][CH2:46][CH2:45]1.C1(P(C2C=CC=CC=2)C2C=CC=CC=2)C=CC=CC=1, predict the reaction product. The product is: [Cl:17][C:18]1[CH:37]=[CH:36][C:35]([O:38][CH2:39][CH3:3])=[CH:34][C:19]=1[NH:20][C:21]1[C:30]2[C:25](=[CH:26][CH:27]=[CH:28][C:29]=2[O:31][CH2:41][CH2:42][CH2:43][N:44]2[CH2:49][CH2:48][O:47][CH2:46][CH2:45]2)[N:24]=[CH:23][N:22]=1. (6) Given the reactants [CH3:1][N:2]([C:31]1[CH:36]=[CH:35][N:34]=[C:33]([C:37]2[CH:42]=[CH:41][CH:40]=[CH:39][CH:38]=2)[N:32]=1)[C:3]1[CH:8]=[CH:7][N:6]=[C:5]([NH:9][C@H:10]([CH2:24][C:25]2[CH:30]=[CH:29][CH:28]=[CH:27][CH:26]=2)[CH2:11][NH:12][C:13](=[O:23])[CH2:14][NH:15]C(=O)OC(C)(C)C)[N:4]=1.[ClH:43], predict the reaction product. The product is: [NH2:15][CH2:14][C:13]([NH:12][CH2:11][C@H:10]([NH:9][C:5]1[N:4]=[C:3]([N:2]([CH3:1])[C:31]2[CH:36]=[CH:35][N:34]=[C:33]([C:37]3[CH:42]=[CH:41][CH:40]=[CH:39][CH:38]=3)[N:32]=2)[CH:8]=[CH:7][N:6]=1)[CH2:24][C:25]1[CH:26]=[CH:27][CH:28]=[CH:29][CH:30]=1)=[O:23].[ClH:43]. (7) Given the reactants BrBr.C(OC([NH:10][C:11]1[CH:16]=[C:15]([CH2:17][C:18]([C:20]2[CH:25]=[CH:24][CH:23]=[C:22]([CH3:26])[CH:21]=2)=O)[CH:14]=[CH:13][N:12]=1)=O)(C)(C)C.[C:27]([NH2:30])(=[S:29])[CH3:28].C(=O)([O-])O.[Na+], predict the reaction product. The product is: [CH3:28][C:27]1[S:29][C:17]([C:15]2[CH:14]=[CH:13][N:12]=[C:11]([NH2:10])[CH:16]=2)=[C:18]([C:20]2[CH:25]=[CH:24][CH:23]=[C:22]([CH3:26])[CH:21]=2)[N:30]=1.